The task is: Regression/Classification. Given a drug SMILES string, predict its absorption, distribution, metabolism, or excretion properties. Task type varies by dataset: regression for continuous measurements (e.g., permeability, clearance, half-life) or binary classification for categorical outcomes (e.g., BBB penetration, CYP inhibition). Dataset: cyp2c9_veith.. This data is from CYP2C9 inhibition data for predicting drug metabolism from PubChem BioAssay. (1) The compound is COc1ccc2[nH]cc(CCNc3cc(-c4cccnc4)ncn3)c2c1. The result is 0 (non-inhibitor). (2) The compound is COc1cccc(-c2nc(NCCc3c[nH]c4ccc(OC)cc34)c3ccccc3n2)c1. The result is 1 (inhibitor). (3) The molecule is COc1ccc(C2C(Oc3ccccc3)C(=O)N2c2cc(C)ccc2C)cc1OC. The result is 1 (inhibitor). (4) The result is 0 (non-inhibitor). The compound is COC(=O)c1scc(C)c1NC(=O)Cc1ccccc1. (5) The drug is COc1ccc2[nH]cc(CCN)c2c1. The result is 0 (non-inhibitor). (6) The compound is COc1ccc(COc2ccsc2C(=O)Nc2ccc(Cl)c(Cl)c2)cc1. The result is 1 (inhibitor). (7) The molecule is NCCc1cnc[nH]1. The result is 0 (non-inhibitor).